This data is from Forward reaction prediction with 1.9M reactions from USPTO patents (1976-2016). The task is: Predict the product of the given reaction. (1) Given the reactants C[CH:2]([CH2:16][C:17]1[CH:18]=[N:19][C:20]([N:23]2[CH:27]=[C:26]([C:28]([F:31])([F:30])[F:29])[CH:25]=[N:24]2)=[CH:21][CH:22]=1)[CH2:3][CH2:4]NC1C=CC(C(OC)=O)=CN=1.[OH-:32].[Na+].CN(C(O[N:42]1N=N[C:44]2[CH:45]=[CH:46][CH:47]=[N:48][C:43]1=2)=[N+](C)C)C.F[P-](F)(F)(F)(F)F.C([N:61]([CH2:65]C)[CH:62]([CH3:64])C)(C)C.Cl.NCC[C:71]([O:73][CH3:74])=[O:72].[CH3:75]O, predict the reaction product. The product is: [CH3:75][CH:3]([CH3:4])[CH2:2][CH:16]([NH:42][C:43]1[CH:44]=[CH:45][C:46]([C:65]([NH:61][CH2:62][CH2:64][C:71]([O:73][CH3:74])=[O:72])=[O:32])=[CH:47][N:48]=1)[C:17]1[CH:18]=[N:19][C:20]([N:23]2[CH:27]=[C:26]([C:28]([F:29])([F:30])[F:31])[CH:25]=[N:24]2)=[CH:21][CH:22]=1. (2) Given the reactants Br[C:2]1[CH:9]=[C:8]([CH3:10])[C:7]([N+:11]([O-:13])=[O:12])=[CH:6][C:3]=1[C:4]#[N:5].[CH3:14][O:15][C:16]1[CH:21]=[CH:20][C:19](B(O)O)=[CH:18][CH:17]=1.C(=O)([O-])[O-].[K+].[K+], predict the reaction product. The product is: [CH3:14][O:15][C:16]1[CH:21]=[CH:20][C:19]([C:2]2[C:3]([C:4]#[N:5])=[CH:6][C:7]([N+:11]([O-:13])=[O:12])=[C:8]([CH3:10])[CH:9]=2)=[CH:18][CH:17]=1. (3) Given the reactants CO[C:3]([C:5]1[O:9][N:8]=[C:7]([O:10][CH2:11][C:12]2[C:13]([CH2:18][CH2:19][CH2:20][CH3:21])=[N:14][O:15][C:16]=2[CH3:17])[CH:6]=1)=[O:4].[OH:22][CH2:23][CH:24]([NH2:26])[CH3:25], predict the reaction product. The product is: [CH2:23]([CH2:24][NH2:26])[OH:22].[OH:22][CH2:23][CH:24]([NH:26][C:3]([C:5]1[O:9][N:8]=[C:7]([O:10][CH2:11][C:12]2[C:13]([CH2:18][CH2:19][CH2:20][CH3:21])=[N:14][O:15][C:16]=2[CH3:17])[CH:6]=1)=[O:4])[CH3:25]. (4) Given the reactants [Cl:1][C:2]1[CH:7]=[C:6]([Cl:8])[CH:5]=[CH:4][C:3]=1[S:9](Cl)(=[O:11])=[O:10].C[C:14]1[CH:19]=[CH:18][C:17]([NH:20][C:21]([NH:23][C:24]2[CH:29]=[CH:28][CH:27]=[CH:26][CH:25]=2)=[O:22])=[C:16](N)[CH:15]=1.[N:31]1C=CC=C[CH:32]=1, predict the reaction product. The product is: [CH3:32][N:31]([C:14]1[CH:15]=[CH:16][C:17]([NH:20][C:21]([NH:23][C:24]2[CH:25]=[CH:26][CH:27]=[CH:28][CH:29]=2)=[O:22])=[CH:18][CH:19]=1)[S:9]([C:3]1[CH:4]=[CH:5][C:6]([Cl:8])=[CH:7][C:2]=1[Cl:1])(=[O:11])=[O:10]. (5) The product is: [Br:1][C:2]1[CH:7]=[CH:6][C:5]([C:8]2[C:12]3[CH:13]=[CH:14][C:15]([O:17][CH2:18][C:19](=[O:20])[CH3:25])=[CH:16][C:11]=3[S:10][N:9]=2)=[CH:4][CH:3]=1. Given the reactants [Br:1][C:2]1[CH:7]=[CH:6][C:5]([C:8]2[C:12]3[CH:13]=[CH:14][C:15]([O:17][CH2:18][C:19](N(OC)C)=[O:20])=[CH:16][C:11]=3[S:10][N:9]=2)=[CH:4][CH:3]=1.[CH3:25][Mg]Br.[NH4+].[Cl-], predict the reaction product. (6) Given the reactants C(OC(=O)[NH:7][CH2:8][C:9]1[CH:14]=[CH:13][C:12]([C:15]2[N:19]3[CH:20]=[CH:21][C:22]([C:24]4[CH:29]=[CH:28][C:27]([C:30]([N:32]5[CH2:37][CH2:36][N:35]([CH3:38])[CH2:34][CH2:33]5)=[O:31])=[CH:26][CH:25]=4)=[CH:23][C:18]3=[N:17][CH:16]=2)=[CH:11][CH:10]=1)(C)(C)C.[ClH:40], predict the reaction product. The product is: [ClH:40].[ClH:40].[NH2:7][CH2:8][C:9]1[CH:10]=[CH:11][C:12]([C:15]2[N:19]3[CH:20]=[CH:21][C:22]([C:24]4[CH:25]=[CH:26][C:27]([C:30]([N:32]5[CH2:37][CH2:36][N:35]([CH3:38])[CH2:34][CH2:33]5)=[O:31])=[CH:28][CH:29]=4)=[CH:23][C:18]3=[N:17][CH:16]=2)=[CH:13][CH:14]=1.